From a dataset of Full USPTO retrosynthesis dataset with 1.9M reactions from patents (1976-2016). Predict the reactants needed to synthesize the given product. (1) Given the product [CH3:1][C:2]1[CH:18]=[CH:17][C:5]2[NH:6][CH2:7][CH:8]([C:10]3[CH:15]=[CH:14][CH:13]=[CH:12][CH:11]=3)[O:9][C:4]=2[CH:3]=1, predict the reactants needed to synthesize it. The reactants are: [CH3:1][C:2]1[CH:18]=[CH:17][C:5]2[NH:6][C:7](=O)[CH:8]([C:10]3[CH:15]=[CH:14][CH:13]=[CH:12][CH:11]=3)[O:9][C:4]=2[CH:3]=1.[H-].[Al+3].[Li+].[H-].[H-].[H-].[OH-].[Na+].S([O-])([O-])(=O)=O.[Mg+2]. (2) Given the product [C:16]([NH:20][S:12]([C:3]1[C:4]([Cl:11])=[CH:5][CH:6]=[C:7]([N+:8]([O-:10])=[O:9])[C:2]=1[Cl:1])(=[O:14])=[O:13])([CH3:19])([CH3:18])[CH3:17], predict the reactants needed to synthesize it. The reactants are: [Cl:1][C:2]1[C:7]([N+:8]([O-:10])=[O:9])=[CH:6][CH:5]=[C:4]([Cl:11])[C:3]=1[S:12](Cl)(=[O:14])=[O:13].[C:16]([NH2:20])([CH3:19])([CH3:18])[CH3:17].C(N(CC)CC)C. (3) Given the product [Cl:8][C:9]1[CH:23]=[CH:22][C:12]([O:13][CH2:14][C:15]([OH:17])=[O:16])=[C:11]([CH2:24][N:25]2[CH2:30][CH2:29][N:28]([S:44]([C:38]3[CH:43]=[CH:42][CH:41]=[CH:40][CH:39]=3)(=[O:46])=[O:45])[C@@H:27]([CH2:31][CH3:32])[CH2:26]2)[CH:10]=1, predict the reactants needed to synthesize it. The reactants are: FC(F)(F)C(O)=O.[Cl:8][C:9]1[CH:23]=[CH:22][C:12]([O:13][CH2:14][C:15]([O:17]C(C)(C)C)=[O:16])=[C:11]([CH2:24][N:25]2[CH2:30][CH2:29][NH:28][C@@H:27]([CH2:31][CH3:32])[CH2:26]2)[CH:10]=1.C(=O)(O)[O-].[Na+].[C:38]1([S:44](Cl)(=[O:46])=[O:45])[CH:43]=[CH:42][CH:41]=[CH:40][CH:39]=1. (4) Given the product [I:21][C:22]1[CH:23]=[C:24]([CH:28]=[CH:29][CH:30]=1)[C:25]([N:3]([CH3:4])[CH3:2])=[O:26], predict the reactants needed to synthesize it. The reactants are: C[CH2:2][N:3]=[C:4]=NCCCN(C)C.Cl.CNC.C1COCC1.[I:21][C:22]1[CH:23]=[C:24]([CH:28]=[CH:29][CH:30]=1)[C:25](O)=[O:26]. (5) Given the product [NH2:1][C:2]1[N:10]=[C:9]([F:11])[N:8]=[C:7]2[C:3]=1[N:4]=[C:5]([CH2:18][C:19]1[C:27]([I:28])=[CH:26][C:22]3[O:23][CH2:24][O:25][C:21]=3[CH:20]=1)[N:6]2[CH:12]([CH3:29])[CH2:13][CH2:14][CH2:15][O:17][S:34](=[O:37])(=[O:36])[NH2:35], predict the reactants needed to synthesize it. The reactants are: [NH2:1][C:2]1[N:10]=[C:9]([F:11])[N:8]=[C:7]2[C:3]=1[N:4]=[C:5]([CH2:18][C:19]1[C:27]([I:28])=[CH:26][C:22]3[O:23][CH2:24][O:25][C:21]=3[CH:20]=1)[N:6]2[CH2:12][CH2:13][CH2:14][CH:15]([OH:17])C.[C:29]([O-])([O-])=O.[Ca+2].[S:34](Cl)(=[O:37])(=[O:36])[NH2:35]. (6) The reactants are: [NH2:1][C:2]1[N:10]=[CH:9][CH:8]=[CH:7][C:3]=1[C:4]([OH:6])=O.ON1C2C=CC=CC=2N=N1.CCN=C=NCCCN(C)C.[Cl:32][C:33]1[CH:47]=[C:46]([CH3:48])[C:45]([CH3:49])=[CH:44][C:34]=1[O:35][C:36]1[CH:43]=[CH:42][C:39]([CH2:40][NH2:41])=[CH:38][CH:37]=1.C(=O)(O)[O-].[Na+]. Given the product [Cl:32][C:33]1[CH:47]=[C:46]([CH3:48])[C:45]([CH3:49])=[CH:44][C:34]=1[O:35][C:36]1[CH:43]=[CH:42][C:39]([CH2:40][NH:41][C:4](=[O:6])[C:3]2[CH:7]=[CH:8][CH:9]=[N:10][C:2]=2[NH2:1])=[CH:38][CH:37]=1, predict the reactants needed to synthesize it. (7) Given the product [CH3:34][CH:35]1[CH2:36][CH2:37][C:38](=[O:40])[N:39]1[C:13]1[CH:12]=[CH:11][C:10]([C:16]([N:18]2[CH2:23][CH2:22][N:21]([C:24]3[C:29]([CH3:30])=[CH:28][C:27]([CH3:31])=[C:26]([CH3:32])[N:25]=3)[CH2:20][CH2:19]2)=[O:17])=[C:9]([N:6]2[CH2:7][CH2:8][NH:4][C:5]2=[O:33])[CH:14]=1, predict the reactants needed to synthesize it. The reactants are: C([N:4]1[CH2:8][CH2:7][N:6]([C:9]2[CH:14]=[C:13](Cl)[CH:12]=[CH:11][C:10]=2[C:16]([N:18]2[CH2:23][CH2:22][N:21]([C:24]3[C:29]([CH3:30])=[CH:28][C:27]([CH3:31])=[C:26]([CH3:32])[N:25]=3)[CH2:20][CH2:19]2)=[O:17])[C:5]1=[O:33])(=O)C.[CH3:34][CH:35]1[NH:39][C:38](=[O:40])[CH2:37][CH2:36]1. (8) Given the product [Cl:35][CH2:2][CH:3]1[O:8][CH2:7][CH2:6][N:5]([C:9]([O:11][C:12]([CH3:15])([CH3:14])[CH3:13])=[O:10])[CH2:4]1, predict the reactants needed to synthesize it. The reactants are: O[CH2:2][CH:3]1[O:8][CH2:7][CH2:6][N:5]([C:9]([O:11][C:12]([CH3:15])([CH3:14])[CH3:13])=[O:10])[CH2:4]1.C1(P(C2C=CC=CC=2)C2C=CC=CC=2)C=CC=CC=1.[Cl:35]CC1CCN(C(OC(C)(C)C)=O)CC1. (9) Given the product [CH2:8]([O:10][CH:11]=[C:12]([C:19]([O:21][Si:23]([CH3:25])([CH3:24])[CH3:22])=[CH2:20])[CH2:13][C:14]([O:16][CH2:17][CH3:18])=[O:15])[CH3:9], predict the reactants needed to synthesize it. The reactants are: CCN(CC)CC.[CH2:8]([O:10][CH:11]=[C:12]([C:19](=[O:21])[CH3:20])[CH2:13][C:14]([O:16][CH2:17][CH3:18])=[O:15])[CH3:9].[CH3:22][Si:23](Cl)([CH3:25])[CH3:24].